Dataset: Full USPTO retrosynthesis dataset with 1.9M reactions from patents (1976-2016). Task: Predict the reactants needed to synthesize the given product. (1) Given the product [N:26]([CH2:2][C:3]1[CH:8]=[CH:7][C:6]([S:9]([NH2:12])(=[O:11])=[O:10])=[CH:5][CH:4]=1)=[N+:27]=[N-:28], predict the reactants needed to synthesize it. The reactants are: Br[CH2:2][C:3]1[CH:8]=[CH:7][C:6]([S:9]([NH2:12])(=[O:11])=[O:10])=[CH:5][CH:4]=1.BrCC1C=CC(S(Cl)(=O)=O)=CC=1.N.[N-:26]=[N+:27]=[N-:28].[Na+]. (2) Given the product [NH2:8][C:9]1[C:10]([F:29])=[C:11]([C:16]2[C:20]([C:21]3[CH:26]=[CH:25][N:24]=[C:23]([NH:27][CH3:28])[CH:22]=3)=[CH:19][NH:18][N:17]=2)[C:12]([F:15])=[CH:13][CH:14]=1, predict the reactants needed to synthesize it. The reactants are: C([N:8](CC1C=CC=CC=1)[C:9]1[C:10]([F:29])=[C:11]([C:16]2[C:20]([C:21]3[CH:26]=[CH:25][N:24]=[C:23]([NH:27][CH3:28])[CH:22]=3)=[CH:19][NH:18][N:17]=2)[C:12]([F:15])=[CH:13][CH:14]=1)C1C=CC=CC=1.O.